This data is from Reaction yield outcomes from USPTO patents with 853,638 reactions. The task is: Predict the reaction yield, written as a fraction of the theoretical maximum amount of product (1.0 means a 100% yield; for example, 0.34 means a 34% yield). (1) The reactants are C([O:8][C:9]1[CH:45]=[CH:44][C:12]([O:13][C:14]2[CH:43]=[CH:42][C:17]([C:18]([NH:20][CH2:21][C:22](=[O:41])[N:23]3[CH2:28][CH2:27][N:26]([C:29](=[O:40])[C:30]4[CH:35]=[CH:34][CH:33]=[CH:32][C:31]=4[C:36]([F:39])([F:38])[F:37])[CH2:25][CH2:24]3)=[O:19])=[CH:16][CH:15]=2)=[CH:11][CH:10]=1)C1C=CC=CC=1.CCCCCC. The catalyst is [Pd].CO. The product is [OH:8][C:9]1[CH:45]=[CH:44][C:12]([O:13][C:14]2[CH:15]=[CH:16][C:17]([C:18]([NH:20][CH2:21][C:22](=[O:41])[N:23]3[CH2:24][CH2:25][N:26]([C:29](=[O:40])[C:30]4[CH:35]=[CH:34][CH:33]=[CH:32][C:31]=4[C:36]([F:39])([F:38])[F:37])[CH2:27][CH2:28]3)=[O:19])=[CH:42][CH:43]=2)=[CH:11][CH:10]=1. The yield is 0.480. (2) The reactants are [N+:1]([C:4]1[C:9]([CH2:10][OH:11])=[CH:8][CH:7]=[CH:6][C:5]=1[CH2:12][OH:13])([O-:3])=[O:2].CN(C=O)C.N1C=CN=C1.[Si:24](Cl)([C:27]([CH3:30])([CH3:29])[CH3:28])([CH3:26])[CH3:25]. The catalyst is C(OCC)(=O)C. The product is [Si:24]([O:13][CH2:12][C:5]1[C:4]([N+:1]([O-:3])=[O:2])=[C:9]([CH2:10][OH:11])[CH:8]=[CH:7][CH:6]=1)([C:27]([CH3:30])([CH3:29])[CH3:28])([CH3:26])[CH3:25]. The yield is 0.800. (3) The reactants are [NH2:1][C:2]1[CH:7]=[CH:6][C:5]([CH2:8][CH2:9][NH2:10])=[CH:4][CH:3]=1.[C:11](O[C:11]([O:13][C:14]([CH3:17])([CH3:16])[CH3:15])=[O:12])([O:13][C:14]([CH3:17])([CH3:16])[CH3:15])=[O:12]. The catalyst is ClCCl. The product is [C:14]([O:13][C:11]([NH:10][CH2:9][CH2:8][C:5]1[CH:6]=[CH:7][C:2]([NH2:1])=[CH:3][CH:4]=1)=[O:12])([CH3:17])([CH3:16])[CH3:15]. The yield is 0.930. (4) The catalyst is O1CCCC1. The yield is 0.880. The reactants are Cl[S:2]([C:5]1[CH:6]=[C:7]2[C:11](=[CH:12][CH:13]=1)[NH:10][C:9](=[O:14])[CH2:8]2)(=[O:4])=[O:3].[CH3:15][NH2:16]. The product is [CH3:15][NH:16][S:2]([C:5]1[CH:6]=[C:7]2[C:11](=[CH:12][CH:13]=1)[NH:10][C:9](=[O:14])[CH2:8]2)(=[O:4])=[O:3]. (5) The reactants are [I:1][C:2]1[CH:3]=[C:4]([CH:6]=[CH:7][CH:8]=1)[NH2:5].C(N(CC)CC)C.[Br:16][CH2:17][CH2:18][CH2:19][C:20](Cl)=[O:21]. The catalyst is ClCCl.C1CCCCC1.CCOCC. The product is [Br:16][CH2:17][CH2:18][CH2:19][C:20]([NH:5][C:4]1[CH:6]=[CH:7][CH:8]=[C:2]([I:1])[CH:3]=1)=[O:21]. The yield is 0.640. (6) The reactants are Br[C:2]1[CH:3]=[CH:4][C:5]2[S:9](=[O:11])(=[O:10])[N:8]([CH:12]3[CH2:16][NH:15][C:14](=[O:17])[CH2:13]3)[CH:7]([CH3:18])[C:6]=2[CH:19]=1.[F:20][C:21]1[CH:29]=[C:28]2[C:24]([C:25](B3OC(C)(C)C(C)(C)O3)=[CH:26][N:27]2[C:30]([O:32][C:33]([CH3:36])([CH3:35])[CH3:34])=[O:31])=[CH:23][CH:22]=1.[O-]P([O-])([O-])=O.[K+].[K+].[K+]. The catalyst is O1CCOCC1.O.C1C=CC(P(C2C=CC=CC=2)[C-]2C=CC=C2)=CC=1.C1C=CC(P(C2C=CC=CC=2)[C-]2C=CC=C2)=CC=1.Cl[Pd]Cl.[Fe+2]. The product is [F:20][C:21]1[CH:29]=[C:28]2[C:24]([C:25]([C:2]3[CH:3]=[CH:4][C:5]4[S:9](=[O:11])(=[O:10])[N:8]([CH:12]5[CH2:13][C:14](=[O:17])[NH:15][CH2:16]5)[CH:7]([CH3:18])[C:6]=4[CH:19]=3)=[CH:26][N:27]2[C:30]([O:32][C:33]([CH3:36])([CH3:35])[CH3:34])=[O:31])=[CH:23][CH:22]=1. The yield is 0.720. (7) The reactants are [CH3:1][O:2][C:3](=[O:21])[C:4]1[CH:9]=[C:8]([C:10](=[O:12])[CH3:11])[CH:7]=[CH:6][C:5]=1[O:13][CH2:14][C:15]1[CH:20]=[CH:19][CH:18]=[CH:17][CH:16]=1.[Br:22]Br.C(OCC)C. The catalyst is C(Cl)(Cl)Cl.C1(C)C=CC=CC=1. The product is [CH3:1][O:2][C:3](=[O:21])[C:4]1[CH:9]=[C:8]([C:10](=[O:12])[CH2:11][Br:22])[CH:7]=[CH:6][C:5]=1[O:13][CH2:14][C:15]1[CH:16]=[CH:17][CH:18]=[CH:19][CH:20]=1. The yield is 0.550. (8) The product is [F:15][C:16]([F:26])([F:27])[O:17][C:18]1[CH:19]=[CH:20][C:21]2[NH:24][C:2]3[C:10]4[CH:9]=[CH:8][CH:7]=[C:6]([C:11]([OH:13])=[O:12])[C:5]=4[CH2:4][C:3]=3[C:22]=2[CH:23]=1. The yield is 0.0800. No catalyst specified. The reactants are O=[C:2]1[C:10]2[CH:9]=[CH:8][CH:7]=[C:6]([C:11]([OH:13])=[O:12])[C:5]=2[CH2:4][CH2:3]1.Cl.[F:15][C:16]([F:27])([F:26])[O:17][C:18]1[CH:23]=[CH:22][C:21]([NH:24]N)=[CH:20][CH:19]=1. (9) The reactants are [CH:1](=[N:8]/[C:9]1[CH:17]=[CH:16][CH:15]=[C:14]2[C:10]=1[CH2:11][O:12][C:13]2=[O:18])\[C:2]1[CH:7]=[CH:6][CH:5]=[CH:4][CH:3]=1.[CH3:19][N:20]1[C:24]([CH3:25])=[N:23][N:22]=[C:21]1[CH:26]=O.[O-:28][CH2:29][CH3:30].[Na+].C(O)C. The catalyst is C(OCC)(=O)CC.C(OCC)(=O)C.CO. The product is [CH3:19][N:20]1[C:24]([CH3:25])=[N:23][N:22]=[C:21]1[CH:26]1[C:29](=[O:28])[C:30]2[C:14]([C:13]([O:12][CH2:11][CH3:10])=[O:18])=[CH:15][CH:16]=[CH:17][C:9]=2[NH:8][CH:1]1[C:2]1[CH:3]=[CH:4][CH:5]=[CH:6][CH:7]=1. The yield is 0.150. (10) The reactants are ClC[C:3]([O:5][CH2:6]C)=[O:4].C(=O)([O-])[O-].[K+].[K+].[O:14]=[C:15]([N:36]1[CH2:41][CH2:40][N:39]2[C:42]([C:46]([F:49])([F:48])[F:47])=[N:43][C:44](Br)=[C:38]2[CH2:37]1)[CH2:16][C@H:17]([NH:28][C:29](=[O:35])[O:30][C:31]([CH3:34])([CH3:33])[CH3:32])[CH2:18][C:19]1[CH:24]=[C:23]([F:25])[C:22]([F:26])=[CH:21][C:20]=1[F:27]. The catalyst is [CH-]=O.[CH-]=O.[C-]#[O+].[C-]#[O+].[C-]#[O+].[C-]#[O+].[C-]#[O+].[C-]#[O+].[Co].[Co+2].CO. The product is [C:31]([O:30][C:29]([NH:28][C@H:17]([CH2:18][C:19]1[CH:24]=[C:23]([F:25])[C:22]([F:26])=[CH:21][C:20]=1[F:27])[CH2:16][C:15]([N:36]1[CH2:41][CH2:40][N:39]2[C:42]([C:46]([F:49])([F:48])[F:47])=[N:43][C:44]([C:3]([O:5][CH3:6])=[O:4])=[C:38]2[CH2:37]1)=[O:14])=[O:35])([CH3:34])([CH3:33])[CH3:32]. The yield is 0.500.